This data is from Full USPTO retrosynthesis dataset with 1.9M reactions from patents (1976-2016). The task is: Predict the reactants needed to synthesize the given product. (1) Given the product [CH2:1]([O:8][C:9]1[CH:10]=[C:11]([S:15][C:16]2[CH:33]=[CH:32][C:19]([C:20]([NH:38][NH2:39])=[O:21])=[CH:18][C:17]=2[C:34]([F:37])([F:36])[F:35])[CH:12]=[CH:13][CH:14]=1)[C:2]1[CH:7]=[CH:6][CH:5]=[CH:4][CH:3]=1, predict the reactants needed to synthesize it. The reactants are: [CH2:1]([O:8][C:9]1[CH:10]=[C:11]([S:15][C:16]2[CH:33]=[CH:32][C:19]([C:20](OCC3C=CC(OC)=CC=3)=[O:21])=[CH:18][C:17]=2[C:34]([F:37])([F:36])[F:35])[CH:12]=[CH:13][CH:14]=1)[C:2]1[CH:7]=[CH:6][CH:5]=[CH:4][CH:3]=1.[NH2:38][NH2:39].C(O)CO. (2) Given the product [OH:19][C:13]1[CH:14]=[C:15]([C:2]#[C:1][C:3]2[CH:4]=[N:5][CH:6]=[C:7]([CH:10]=2)[C:8]#[N:9])[CH:16]=[CH:17][C:12]=1[F:11], predict the reactants needed to synthesize it. The reactants are: [C:1]([C:3]1[CH:4]=[N:5][CH:6]=[C:7]([CH:10]=1)[C:8]#[N:9])#[CH:2].[F:11][C:12]1[CH:17]=[CH:16][C:15](I)=[CH:14][C:13]=1[OH:19].C(P(C(C)(C)C)C(C)(C)C)(C)(C)C.C(NCC)C. (3) The reactants are: [F:1][C:2]([F:34])([F:33])[O:3][C:4]1[CH:9]=[CH:8][C:7]([C:10]2[CH:19]=[C:18]3[C:13]([C:14](OS(C(F)(F)F)(=O)=O)=[CH:15][C:16]([C:20]([O:22][CH2:23][CH3:24])=[O:21])=[CH:17]3)=[CH:12][CH:11]=2)=[CH:6][CH:5]=1.[S:35]1[CH:39]=[CH:38][C:37](B(O)O)=[CH:36]1.C(=O)([O-])[O-].[Na+].[Na+].C(Cl)Cl. Given the product [S:35]1[CH:39]=[CH:38][C:37]([C:14]2[C:13]3[C:18](=[CH:19][C:10]([C:7]4[CH:8]=[CH:9][C:4]([O:3][C:2]([F:1])([F:34])[F:33])=[CH:5][CH:6]=4)=[CH:11][CH:12]=3)[CH:17]=[C:16]([C:20]([O:22][CH2:23][CH3:24])=[O:21])[CH:15]=2)=[CH:36]1, predict the reactants needed to synthesize it. (4) The reactants are: CCN(C(C)C)C(C)C.Br[CH2:11][C:12]([C:14]1[C:19]([CH3:20])=[N:18][CH:17]=[CH:16][N:15]=1)=O.[NH2:21][C:22]([NH:24][C@H:25]1[CH2:30][CH2:29][C@H:28]([CH2:31][NH:32][C:33]([O:35][C:36]([CH3:39])([CH3:38])[CH3:37])=[O:34])[CH2:27][CH2:26]1)=[S:23]. Given the product [C:36]([O:35][C:33]([NH:32][CH2:31][C@H:28]1[CH2:27][CH2:26][C@H:25]([NH:24][C:22]2[S:23][CH:11]=[C:12]([C:14]3[C:19]([CH3:20])=[N:18][CH:17]=[CH:16][N:15]=3)[N:21]=2)[CH2:30][CH2:29]1)=[O:34])([CH3:39])([CH3:37])[CH3:38], predict the reactants needed to synthesize it. (5) Given the product [Cl:32][CH:30]([CH3:31])[CH2:29][N:19]([CH2:20][C:21]1[CH:26]=[CH:25][C:24]([O:27][CH3:28])=[CH:23][CH:22]=1)[C:17](=[O:18])[C@H:16]([OH:33])[C@@H:8]([OH:7])[C:9]([O:11][C:12]([CH3:15])([CH3:14])[CH3:13])=[O:10], predict the reactants needed to synthesize it. The reactants are: [C-]#N.[K+].C([O:7][C@H:8]([C@@H:16]([O:33]C(=O)C)[C:17]([N:19]([CH2:29][CH:30]([Cl:32])[CH3:31])[CH2:20][C:21]1[CH:26]=[CH:25][C:24]([O:27][CH3:28])=[CH:23][CH:22]=1)=[O:18])[C:9]([O:11][C:12]([CH3:15])([CH3:14])[CH3:13])=[O:10])(=O)C. (6) Given the product [NH2:16][C@H:17]([C:25]1[CH:30]=[CH:29][CH:28]=[CH:27][CH:26]=1)[CH2:18][C:19]([OH:21])=[O:20], predict the reactants needed to synthesize it. The reactants are: P([O-])([O-])([O-])=O.[K+].[K+].[K+].C1(C)C=CC=CC=1.[NH2:16][CH:17]([C:25]1[CH:30]=[CH:29][CH:28]=[CH:27][CH:26]=1)[CH2:18][C:19]([O:21]CCC)=[O:20].